The task is: Predict which catalyst facilitates the given reaction.. This data is from Catalyst prediction with 721,799 reactions and 888 catalyst types from USPTO. (1) Reactant: [N:1]1[CH:6]=[CH:5][C:4]([OH:7])=[CH:3][CH:2]=1.[CH3:8][O:9][CH2:10][C@H:11](O)[CH3:12].C1(P(C2C=CC=CC=2)C2C=CC=CC=2)C=CC=CC=1.CC(OC(/N=N/C(OC(C)C)=O)=O)C. Product: [CH3:8][O:9][CH2:10][C@@H:11]([O:7][C:4]1[CH:5]=[CH:6][N:1]=[CH:2][CH:3]=1)[CH3:12]. The catalyst class is: 1. (2) Reactant: [C:1]([O:5][C:6]([N:8]([CH2:19][C:20]1[CH:25]=[CH:24][C:23]([O:26][CH2:27][CH2:28][CH2:29][OH:30])=[C:22]([Br:31])[CH:21]=1)[C:9]([NH2:18])=[N:10][C:11]([O:13][C:14]([CH3:17])([CH3:16])[CH3:15])=[O:12])=[O:7])([CH3:4])([CH3:3])[CH3:2].[S:32](Cl)([C:35]1[CH:41]=[CH:40][C:38]([CH3:39])=[CH:37][CH:36]=1)(=[O:34])=[O:33].CCN(CC)CC. Product: [CH3:39][C:38]1[CH:40]=[CH:41][C:35]([S:32]([O:30][CH2:29][CH2:28][CH2:27][O:26][C:23]2[CH:24]=[CH:25][C:20]([CH2:19][N:8]([C:6]([O:5][C:1]([CH3:2])([CH3:4])[CH3:3])=[O:7])[C:9]([NH2:18])=[N:10][C:11]([O:13][C:14]([CH3:17])([CH3:16])[CH3:15])=[O:12])=[CH:21][C:22]=2[Br:31])(=[O:34])=[O:33])=[CH:36][CH:37]=1. The catalyst class is: 64. (3) Reactant: [CH3:1][C:2]([O:5][C:6]([N:8]1[C@@H:15]([C:16]2[CH:21]=[CH:20][C:19]([O:22][CH2:23][C:24]3[CH:29]=[CH:28][CH:27]=[CH:26][CH:25]=3)=[CH:18][CH:17]=2)[CH2:14][CH2:13][C@@:9]1([CH3:30])[C:10](O)=[O:11])=[O:7])([CH3:4])[CH3:3].C([N:34](C(C)C)CC)(C)C.CN(C(ON1N=NC2C=CC=CC1=2)=[N+](C)C)C.[B-](F)(F)(F)F.C[Si](N[Si](C)(C)C)(C)C.C([O-])(O)=O.[Na+]. Product: [NH2:34][C:10]([C@:9]1([CH3:30])[CH2:13][CH2:14][C@H:15]([C:16]2[CH:21]=[CH:20][C:19]([O:22][CH2:23][C:24]3[CH:29]=[CH:28][CH:27]=[CH:26][CH:25]=3)=[CH:18][CH:17]=2)[N:8]1[C:6]([O:5][C:2]([CH3:4])([CH3:3])[CH3:1])=[O:7])=[O:11]. The catalyst class is: 3. (4) Reactant: C1([O:6][C:7](=[O:48])[C@@H:8]([NH2:47])[CH2:9][CH2:10][CH2:11][O:12][C:13]2[CH:22]=[C:21]3[C:16]([C:17]([O:23][C:24]4[CH:29]=[CH:28][C:27]([NH:30][C:31]([NH:33][C:34]5[CH:39]=[CH:38][C:37]([C:40]([F:43])([F:42])[F:41])=[CH:36][CH:35]=5)=[O:32])=[CH:26][C:25]=4[F:44])=[CH:18][CH:19]=[N:20]3)=[CH:15][C:14]=2[O:45][CH3:46])CCCC1.[Li+].[OH-]. Product: [NH2:47][C@H:8]([CH2:9][CH2:10][CH2:11][O:12][C:13]1[CH:22]=[C:21]2[C:16]([C:17]([O:23][C:24]3[CH:29]=[CH:28][C:27]([NH:30][C:31]([NH:33][C:34]4[CH:35]=[CH:36][C:37]([C:40]([F:41])([F:43])[F:42])=[CH:38][CH:39]=4)=[O:32])=[CH:26][C:25]=3[F:44])=[CH:18][CH:19]=[N:20]2)=[CH:15][C:14]=1[O:45][CH3:46])[C:7]([OH:48])=[O:6]. The catalyst class is: 20. (5) Reactant: [F:1][C:2]1[CH:3]=[CH:4][C:5]([CH2:28][CH2:29][C:30]2[CH:35]=[CH:34][C:33]([OH:36])=[CH:32][C:31]=2[CH3:37])=[C:6]([C:8]2[N:13]=[C:12]([N:14]3[C:18]([C:19]([F:22])([F:21])[F:20])=[C:17]([C:23]([O:25][CH2:26][CH3:27])=[O:24])[CH:16]=[N:15]3)[CH:11]=[CH:10][CH:9]=2)[CH:7]=1.C([O-])([O-])=O.[K+].[K+].Br[CH2:45][CH2:46][CH2:47][C:48]([F:51])([F:50])[F:49]. Product: [F:1][C:2]1[CH:3]=[CH:4][C:5]([CH2:28][CH2:29][C:30]2[CH:35]=[CH:34][C:33]([O:36][CH2:45][CH2:46][CH2:47][C:48]([F:51])([F:50])[F:49])=[CH:32][C:31]=2[CH3:37])=[C:6]([C:8]2[N:13]=[C:12]([N:14]3[C:18]([C:19]([F:22])([F:20])[F:21])=[C:17]([C:23]([O:25][CH2:26][CH3:27])=[O:24])[CH:16]=[N:15]3)[CH:11]=[CH:10][CH:9]=2)[CH:7]=1. The catalyst class is: 18. (6) Reactant: [CH3:1][N:2]1[C:6]([C:7]2[S:11][C:10]([S:12](Cl)(=[O:14])=[O:13])=[CH:9][CH:8]=2)=[CH:5][C:4]([C:16]([F:19])([F:18])[F:17])=[N:3]1.[C:20]1([NH:26][C:27]([N:29]2[C:37]3[C:32](=[CH:33][CH:34]=[C:35]([NH2:38])[CH:36]=3)[CH2:31][CH2:30]2)=[O:28])[CH:25]=[CH:24][CH:23]=[CH:22][CH:21]=1.N1C=CC=CC=1. Product: [C:20]1([NH:26][C:27]([N:29]2[C:37]3[C:32](=[CH:33][CH:34]=[C:35]([NH:38][S:12]([C:10]4[S:11][C:7]([C:6]5[N:2]([CH3:1])[N:3]=[C:4]([C:16]([F:19])([F:18])[F:17])[CH:5]=5)=[CH:8][CH:9]=4)(=[O:14])=[O:13])[CH:36]=3)[CH2:31][CH2:30]2)=[O:28])[CH:21]=[CH:22][CH:23]=[CH:24][CH:25]=1. The catalyst class is: 2.